This data is from Peptide-MHC class II binding affinity with 134,281 pairs from IEDB. The task is: Regression. Given a peptide amino acid sequence and an MHC pseudo amino acid sequence, predict their binding affinity value. This is MHC class II binding data. (1) The peptide sequence is TDAATLAQEAGNFER. The MHC is DRB1_1302 with pseudo-sequence DRB1_1302. The binding affinity (normalized) is 0.220. (2) The peptide sequence is EVVKANGGYLAAGKL. The MHC is HLA-DQA10401-DQB10402 with pseudo-sequence HLA-DQA10401-DQB10402. The binding affinity (normalized) is 0.262.